Task: Predict the reactants needed to synthesize the given product.. Dataset: Full USPTO retrosynthesis dataset with 1.9M reactions from patents (1976-2016) (1) Given the product [CH2:50]([O:52][C:53](=[O:59])[C:54]([CH3:58])([CH3:57])[CH2:55][NH:56][C:24]([C:14]1[C:13]([OH:27])=[C:12]2[C:17](=[C:16]([C:18]3[CH:19]=[N:20][CH:21]=[CH:22][CH:23]=3)[N:15]=1)[N:8]([CH2:1][C:2]1[CH:7]=[CH:6][CH:5]=[CH:4][CH:3]=1)[C:9](=[O:34])[C:10]([C:28]1[CH:29]=[CH:30][CH:31]=[CH:32][CH:33]=1)=[CH:11]2)=[O:26])[CH3:51], predict the reactants needed to synthesize it. The reactants are: [CH2:1]([N:8]1[C:17]2[C:12](=[C:13]([OH:27])[C:14]([C:24]([OH:26])=O)=[N:15][C:16]=2[C:18]2[CH:19]=[N:20][CH:21]=[CH:22][CH:23]=2)[CH:11]=[C:10]([C:28]2[CH:33]=[CH:32][CH:31]=[CH:30][CH:29]=2)[C:9]1=[O:34])[C:2]1[CH:7]=[CH:6][CH:5]=[CH:4][CH:3]=1.C1C=CC2N(O)N=NC=2C=1.C(Cl)CCl.Cl.[CH2:50]([O:52][C:53](=[O:59])[C:54]([CH3:58])([CH3:57])[CH2:55][NH2:56])[CH3:51].CCN(C(C)C)C(C)C. (2) Given the product [C:18]1([CH:11]([C:12]2[CH:17]=[CH:16][CH:15]=[CH:14][CH:13]=2)[N:9]2[C:10]3[C:6](=[CH:5][CH:4]=[CH:3][C:2]=3[F:1])[C:7]3([CH2:35][O:34][C:26]4[CH:27]=[C:28]5[C:29](=[CH:33][C:25]3=4)[CH2:30][CH2:31][O:32]5)[C:8]2=[O:24])[CH:19]=[CH:20][CH:21]=[CH:22][CH:23]=1, predict the reactants needed to synthesize it. The reactants are: [F:1][C:2]1[CH:3]=[CH:4][CH:5]=[C:6]2[C:10]=1[N:9]([CH:11]([C:18]1[CH:23]=[CH:22][CH:21]=[CH:20][CH:19]=1)[C:12]1[CH:17]=[CH:16][CH:15]=[CH:14][CH:13]=1)[C:8](=[O:24])[CH:7]2[C:25]1[C:26]([OH:34])=[CH:27][C:28]2[O:32][CH2:31][CH2:30][C:29]=2[CH:33]=1.[C:35]1(C(C2C=CC=CC=2)N2C3C(=CC=CC=3)C(C3C=C(C)C(OC)=CC=3O)C2=O)C=CC=CC=1. (3) Given the product [F:53][C:49]1[CH:48]=[C:47]([C:44]2[CH:43]=[CH:42][C:41]([CH2:40][C@@H:31]([NH:30][C:6]([C:4]3[NH:3][N:2]=[N:1][CH:5]=3)=[O:8])[CH2:32][C@:33]([CH2:38][OH:39])([CH3:37])[C:34]([OH:36])=[O:35])=[CH:46][CH:45]=2)[CH:52]=[CH:51][CH:50]=1, predict the reactants needed to synthesize it. The reactants are: [NH:1]1[CH:5]=[C:4]([C:6]([OH:8])=O)[N:3]=[N:2]1.C(Cl)CCl.CN1CCOCC1.C1C=CC2N(O)N=NC=2C=1.[NH2:30][C@H:31]([CH2:40][C:41]1[CH:46]=[CH:45][C:44]([C:47]2[CH:52]=[CH:51][CH:50]=[C:49]([F:53])[CH:48]=2)=[CH:43][CH:42]=1)[CH2:32][C@:33]([CH2:38][OH:39])([CH3:37])[C:34]([OH:36])=[O:35]. (4) Given the product [CH2:22]([O:21][C:17]1[C:16]([F:24])=[C:15]([CH:20]=[CH:19][CH:18]=1)[O:14][C:12]1[CH2:13][N:9]([C@@H:4]([CH2:5][CH:6]([CH3:8])[CH3:7])[C:3]([OH:26])=[O:2])[C:10](=[O:25])[CH:11]=1)[CH3:23], predict the reactants needed to synthesize it. The reactants are: C[O:2][C:3](=[O:26])[C@@H:4]([N:9]1[CH2:13][C:12]([O:14][C:15]2[CH:20]=[CH:19][CH:18]=[C:17]([O:21][CH2:22][CH3:23])[C:16]=2[F:24])=[CH:11][C:10]1=[O:25])[CH2:5][CH:6]([CH3:8])[CH3:7].O.[OH-].[Li+]. (5) Given the product [N:13]1[C:14]2[C:19](=[CH:18][CH:17]=[CH:16][CH:15]=2)[CH:20]=[C:11]([NH:10][C:4]2[C:5]3[CH2:9][N:8]([CH2:26][C:25]4[CH:28]=[CH:29][CH:30]=[CH:31][C:24]=4[O:23][C:22]([F:21])([F:32])[F:33])[CH2:7][C:6]=3[N:1]=[CH:2][N:3]=2)[CH:12]=1, predict the reactants needed to synthesize it. The reactants are: [N:1]1[C:6]2[CH2:7][NH:8][CH2:9][C:5]=2[C:4]([NH:10][C:11]2[CH:12]=[N:13][C:14]3[C:19]([CH:20]=2)=[CH:18][CH:17]=[CH:16][CH:15]=3)=[N:3][CH:2]=1.[F:21][C:22]([F:33])([F:32])[O:23][C:24]1[CH:31]=[CH:30][CH:29]=[CH:28][C:25]=1[CH:26]=O.ClCCCl.CO.C(O[BH-](OC(=O)C)OC(=O)C)(=O)C.[Na+]. (6) Given the product [CH:1]1([C:4]2[N:9]3[N:10]=[CH:11][C:12]([C:13]#[C:14][C:26]4[CH:27]=[C:28]([S:32]([NH2:35])(=[O:34])=[O:33])[CH:29]=[N:30][CH:31]=4)=[C:8]3[N:7]=[C:6]([C:15]3[CH:16]=[CH:17][C:18]([C:21]([F:22])([F:23])[F:24])=[CH:19][CH:20]=3)[CH:5]=2)[CH2:3][CH2:2]1, predict the reactants needed to synthesize it. The reactants are: [CH:1]1([C:4]2[N:9]3[N:10]=[CH:11][C:12]([C:13]#[CH:14])=[C:8]3[N:7]=[C:6]([C:15]3[CH:20]=[CH:19][C:18]([C:21]([F:24])([F:23])[F:22])=[CH:17][CH:16]=3)[CH:5]=2)[CH2:3][CH2:2]1.Br[C:26]1[CH:27]=[C:28]([S:32]([NH2:35])(=[O:34])=[O:33])[CH:29]=[N:30][CH:31]=1. (7) Given the product [Cl:1][C:2]1[CH:7]=[C:6]([N:8]([NH:36][C:37]#[N:38])[CH2:9][S:10][CH3:40])[CH:5]=[C:4]([C:11]([F:14])([F:12])[F:13])[C:3]=1[C:15]1[CH:20]=[CH:19][C:18]([S:21]([N:24]2[CH2:28][CH2:27][CH2:26][C@H:25]2[C:29]([O:31][C:32]([CH3:35])([CH3:34])[CH3:33])=[O:30])(=[O:23])=[O:22])=[CH:17][CH:16]=1, predict the reactants needed to synthesize it. The reactants are: [Cl:1][C:2]1[CH:7]=[C:6]([N:8]=[C:9]=[S:10])[CH:5]=[C:4]([C:11]([F:14])([F:13])[F:12])[C:3]=1[C:15]1[CH:20]=[CH:19][C:18]([S:21]([N:24]2[CH2:28][CH2:27][CH2:26][C@H:25]2[C:29]([O:31][C:32]([CH3:35])([CH3:34])[CH3:33])=[O:30])(=[O:23])=[O:22])=[CH:17][CH:16]=1.[N:36]#[C:37][NH2:38].[Na].[CH3:40]O.CI. (8) Given the product [Cl:1][C:2]1[CH:3]=[C:4]2[C:14](=[C:15]([Cl:17])[CH:16]=1)[O:13][C:7]1([CH2:12][CH2:11][CH2:10][CH2:9][CH2:8]1)[CH2:6][CH:5]2[NH2:22], predict the reactants needed to synthesize it. The reactants are: [Cl:1][C:2]1[CH:3]=[C:4]2[C:14](=[C:15]([Cl:17])[CH:16]=1)[O:13][C:7]1([CH2:12][CH2:11][CH2:10][CH2:9][CH2:8]1)[CH2:6][C:5]2=O.Cl.O([NH2:22])C.N1C=CC=CC=1.[OH-].[K+].